Dataset: Full USPTO retrosynthesis dataset with 1.9M reactions from patents (1976-2016). Task: Predict the reactants needed to synthesize the given product. Given the product [O:38]=[C:36]([N:42]1[CH2:47][CH2:46][CH2:45][CH2:44][CH2:43]1)[CH2:35][CH2:34][CH2:33][S:32][C:18]1[N:19]([C:20]2[CH:21]=[CH:22][C:23]([O:26][CH2:27][C:28]([F:31])([F:29])[F:30])=[CH:24][CH:25]=2)[C:14](=[O:13])[C:15]2[NH:41][CH:40]=[CH:39][C:16]=2[N:17]=1, predict the reactants needed to synthesize it. The reactants are: Cl.C(N=C=NCCCN(C)C)C.[O:13]=[C:14]1[N:19]([C:20]2[CH:25]=[CH:24][C:23]([O:26][CH2:27][C:28]([F:31])([F:30])[F:29])=[CH:22][CH:21]=2)[C:18]([S:32][CH2:33][CH2:34][CH2:35][C:36]([OH:38])=O)=[N:17][C:16]2[CH:39]=[CH:40][NH:41][C:15]1=2.[NH:42]1[CH2:47][CH2:46][CH2:45][CH2:44][CH2:43]1.ON1C2C=CC=CC=2N=N1.